Regression. Given a peptide amino acid sequence and an MHC pseudo amino acid sequence, predict their binding affinity value. This is MHC class II binding data. From a dataset of Peptide-MHC class II binding affinity with 134,281 pairs from IEDB. (1) The peptide sequence is TCRPLKHKVEIKDID. The binding affinity (normalized) is 0.378. The MHC is DRB1_0101 with pseudo-sequence DRB1_0101. (2) The peptide sequence is LAVVSVSPLLLTSSQ. The MHC is DRB1_0301 with pseudo-sequence DRB1_0301. The binding affinity (normalized) is 0.704.